This data is from Full USPTO retrosynthesis dataset with 1.9M reactions from patents (1976-2016). The task is: Predict the reactants needed to synthesize the given product. (1) Given the product [ClH:34].[ClH:34].[CH2:1]([N:5]1[CH2:10][CH2:9][N:8]([C:11]2[CH:23]=[CH:22][C:14]([CH2:15][N:16]3[CH2:21][CH2:20][O:19][CH2:18][CH2:17]3)=[CH:13][C:12]=2[CH:24]2[CH2:29][C:28]([CH3:31])([CH3:30])[CH2:27][C:26]([CH3:32])([CH3:33])[CH2:25]2)[CH2:7][CH2:6]1)[CH2:2][CH2:3][CH3:4], predict the reactants needed to synthesize it. The reactants are: [CH2:1]([N:5]1[CH2:10][CH2:9][N:8]([C:11]2[CH:23]=[CH:22][C:14]([CH2:15][N:16]3[CH2:21][CH2:20][O:19][CH2:18][CH2:17]3)=[CH:13][C:12]=2[CH:24]2[CH2:29][C:28]([CH3:31])([CH3:30])[CH2:27][C:26]([CH3:33])([CH3:32])[CH2:25]2)[CH2:7][CH2:6]1)[CH2:2][CH2:3][CH3:4].[ClH:34]. (2) Given the product [CH2:1]([NH:4][C:17]([CH:12]1[CH2:16][CH2:15][CH2:14][CH2:13]1)=[O:18])[C:2]#[CH:3], predict the reactants needed to synthesize it. The reactants are: [CH2:1]([NH2:4])[C:2]#[CH:3].C(N(CC)CC)C.[CH:12]1([C:17](Cl)=[O:18])[CH2:16][CH2:15][CH2:14][CH2:13]1. (3) Given the product [C:8]1([CH:3]2[CH2:4][O:5][CH2:6][CH2:7][N:2]2[OH:1])[CH:13]=[CH:12][CH:11]=[CH:10][CH:9]=1, predict the reactants needed to synthesize it. The reactants are: [OH:1][N:2]1[CH2:7][CH2:6][O:5][CH2:4][CH2:3]1.[C:8]1([Mg]Cl)[CH:13]=[CH:12][CH:11]=[CH:10][CH:9]=1.[Cl-].[NH4+]. (4) Given the product [F:25][C:26]1[CH:31]=[CH:30][C:29]([N+:33]([O-:35])=[O:34])=[C:28]([CH:27]=1)[O:5][CH2:4][C@@H:2]1[CH2:1][O:3]1, predict the reactants needed to synthesize it. The reactants are: [CH2:1]1[O:3][C@@H:2]1[CH2:4][OH:5].C1(P(C2C=CC=CC=2)C2C=CC=CC=2)C=CC=CC=1.[F:25][C:26]1[CH:27]=[CH:28][C:29]([N+:33]([O-:35])=[O:34])=[C:30](O)[CH:31]=1.CCOC(/N=N/C(OCC)=O)=O. (5) Given the product [C:1]([O:5][C:6]([N:8]([CH2:32][C:33]1[CH:34]=[CH:35][C:36]([C:37]([OH:39])=[O:38])=[CH:41][CH:42]=1)[S:9]([C:12]1[CH:17]=[C:16]([C:18](=[O:30])[NH:19][N:20]2[C:28]3[C:23](=[CH:24][CH:25]=[CH:26][CH:27]=3)[CH2:22][CH:21]2[CH3:29])[CH:15]=[CH:14][C:13]=1[Cl:31])(=[O:11])=[O:10])=[O:7])([CH3:2])([CH3:3])[CH3:4], predict the reactants needed to synthesize it. The reactants are: [C:1]([O:5][C:6]([N:8]([CH2:32][C:33]1[CH:42]=[CH:41][C:36]([C:37]([O:39]C)=[O:38])=[CH:35][CH:34]=1)[S:9]([C:12]1[CH:17]=[C:16]([C:18](=[O:30])[NH:19][N:20]2[C:28]3[C:23](=[CH:24][CH:25]=[CH:26][CH:27]=3)[CH2:22][CH:21]2[CH3:29])[CH:15]=[CH:14][C:13]=1[Cl:31])(=[O:11])=[O:10])=[O:7])([CH3:4])([CH3:3])[CH3:2].[OH-].[Li+].